From a dataset of NCI-60 drug combinations with 297,098 pairs across 59 cell lines. Regression. Given two drug SMILES strings and cell line genomic features, predict the synergy score measuring deviation from expected non-interaction effect. (1) Drug 1: CC1OCC2C(O1)C(C(C(O2)OC3C4COC(=O)C4C(C5=CC6=C(C=C35)OCO6)C7=CC(=C(C(=C7)OC)O)OC)O)O. Drug 2: CC1CCC2CC(C(=CC=CC=CC(CC(C(=O)C(C(C(=CC(C(=O)CC(OC(=O)C3CCCCN3C(=O)C(=O)C1(O2)O)C(C)CC4CCC(C(C4)OC)OCCO)C)C)O)OC)C)C)C)OC. Cell line: HS 578T. Synergy scores: CSS=26.1, Synergy_ZIP=-4.71, Synergy_Bliss=-3.61, Synergy_Loewe=3.44, Synergy_HSA=4.58. (2) Drug 1: COC1=NC(=NC2=C1N=CN2C3C(C(C(O3)CO)O)O)N. Drug 2: CC(C)NC(=O)C1=CC=C(C=C1)CNNC.Cl. Cell line: SK-MEL-28. Synergy scores: CSS=-3.81, Synergy_ZIP=0.774, Synergy_Bliss=-0.0962, Synergy_Loewe=-3.10, Synergy_HSA=-2.59. (3) Drug 1: C1CCN(CC1)CCOC2=CC=C(C=C2)C(=O)C3=C(SC4=C3C=CC(=C4)O)C5=CC=C(C=C5)O. Drug 2: COCCOC1=C(C=C2C(=C1)C(=NC=N2)NC3=CC=CC(=C3)C#C)OCCOC.Cl. Cell line: MDA-MB-435. Synergy scores: CSS=-2.08, Synergy_ZIP=3.02, Synergy_Bliss=3.92, Synergy_Loewe=-1.04, Synergy_HSA=-0.523. (4) Drug 1: CNC(=O)C1=NC=CC(=C1)OC2=CC=C(C=C2)NC(=O)NC3=CC(=C(C=C3)Cl)C(F)(F)F. Drug 2: COCCOC1=C(C=C2C(=C1)C(=NC=N2)NC3=CC=CC(=C3)C#C)OCCOC.Cl. Cell line: SK-MEL-28. Synergy scores: CSS=1.82, Synergy_ZIP=-1.03, Synergy_Bliss=-2.68, Synergy_Loewe=-2.41, Synergy_HSA=-2.88. (5) Drug 1: CC=C1C(=O)NC(C(=O)OC2CC(=O)NC(C(=O)NC(CSSCCC=C2)C(=O)N1)C(C)C)C(C)C. Drug 2: C1=NC(=NC(=O)N1C2C(C(C(O2)CO)O)O)N. Cell line: SF-268. Synergy scores: CSS=55.4, Synergy_ZIP=-2.05, Synergy_Bliss=-2.07, Synergy_Loewe=-2.54, Synergy_HSA=-0.481. (6) Drug 1: CCC1=CC2CC(C3=C(CN(C2)C1)C4=CC=CC=C4N3)(C5=C(C=C6C(=C5)C78CCN9C7C(C=CC9)(C(C(C8N6C)(C(=O)OC)O)OC(=O)C)CC)OC)C(=O)OC.C(C(C(=O)O)O)(C(=O)O)O. Drug 2: C1CNP(=O)(OC1)N(CCCl)CCCl. Cell line: UACC-257. Synergy scores: CSS=22.3, Synergy_ZIP=-7.31, Synergy_Bliss=-0.996, Synergy_Loewe=-28.9, Synergy_HSA=-0.727. (7) Cell line: IGROV1. Synergy scores: CSS=20.6, Synergy_ZIP=-14.8, Synergy_Bliss=-17.5, Synergy_Loewe=-19.6, Synergy_HSA=-13.4. Drug 1: CC1=C2C(C(=O)C3(C(CC4C(C3C(C(C2(C)C)(CC1OC(=O)C(C(C5=CC=CC=C5)NC(=O)OC(C)(C)C)O)O)OC(=O)C6=CC=CC=C6)(CO4)OC(=O)C)OC)C)OC. Drug 2: CN(CCCl)CCCl.Cl. (8) Drug 1: C1CCC(C(C1)N)N.C(=O)(C(=O)[O-])[O-].[Pt+4]. Drug 2: C1C(C(OC1N2C=NC(=NC2=O)N)CO)O. Cell line: U251. Synergy scores: CSS=4.56, Synergy_ZIP=-3.55, Synergy_Bliss=-0.830, Synergy_Loewe=-4.00, Synergy_HSA=-3.96. (9) Drug 1: C(=O)(N)NO. Drug 2: CCCCCOC(=O)NC1=NC(=O)N(C=C1F)C2C(C(C(O2)C)O)O. Cell line: OVCAR3. Synergy scores: CSS=-0.803, Synergy_ZIP=6.97, Synergy_Bliss=11.3, Synergy_Loewe=0.241, Synergy_HSA=0.488.